From a dataset of Full USPTO retrosynthesis dataset with 1.9M reactions from patents (1976-2016). Predict the reactants needed to synthesize the given product. Given the product [F:28][C:26]([F:27])([F:29])[CH2:25][CH2:24][NH:23][C:21]([C:9]1[C:10]([NH:12][C:13]([C:15]2[CH:20]=[CH:19][CH:18]=[CH:17][N:16]=2)=[O:14])=[CH:11][NH:7][N:8]=1)=[O:22], predict the reactants needed to synthesize it. The reactants are: O1CCCCC1[N:7]1[CH:11]=[C:10]([NH:12][C:13]([C:15]2[CH:20]=[CH:19][CH:18]=[CH:17][N:16]=2)=[O:14])[C:9]([C:21]([NH:23][CH2:24][CH2:25][C:26]([F:29])([F:28])[F:27])=[O:22])=[N:8]1.O.C1(C)C=CC(S(O)(=O)=O)=CC=1.